Dataset: TCR-epitope binding with 47,182 pairs between 192 epitopes and 23,139 TCRs. Task: Binary Classification. Given a T-cell receptor sequence (or CDR3 region) and an epitope sequence, predict whether binding occurs between them. Result: 0 (the TCR does not bind to the epitope). The epitope is QYDPVAALF. The TCR CDR3 sequence is CASSPQGQGGEQFF.